Dataset: Forward reaction prediction with 1.9M reactions from USPTO patents (1976-2016). Task: Predict the product of the given reaction. (1) Given the reactants [C:1]([O:5][C:6]([N:8]1[CH2:13][CH2:12][C:11]([CH2:17][C:18]2[C:19](C(O)=O)=[N:20][N:21]([C:23]([CH3:26])([CH3:25])[CH3:24])[CH:22]=2)([N:14]=[C:15]=[O:16])[CH2:10][CH2:9]1)=[O:7])([CH3:4])([CH3:3])[CH3:2].[OH-].[Na+].Cl.CN(C)CCCN=C=NCC, predict the reaction product. The product is: [C:23]([N:21]1[CH:22]=[C:18]2[C:19]([C:15](=[O:16])[NH:14][C:11]3([CH2:10][CH2:9][N:8]([C:6]([O:5][C:1]([CH3:4])([CH3:2])[CH3:3])=[O:7])[CH2:13][CH2:12]3)[CH2:17]2)=[N:20]1)([CH3:26])([CH3:25])[CH3:24]. (2) Given the reactants [NH:1]1[C:9]2[C:4](=[C:5]([C:10]3[CH:11]=[C:12]([NH2:19])[C:13]4[CH:14]=[N:15][NH:16][C:17]=4[CH:18]=3)[CH:6]=[CH:7][CH:8]=2)[CH:3]=[CH:2]1.[C:20]1(=O)[C:24]2[CH:25]=[CH:26][CH:27]=[CH:28][C:23]=2[C:22](=[O:29])[O:21]1.CN(C=O)C, predict the reaction product. The product is: [NH:1]1[C:9]2[C:4](=[C:5]([C:10]3[CH:18]=[C:17]4[C:13]([CH:14]=[N:15][NH:16]4)=[C:12]([N:19]4[C:20](=[O:21])[C:24]5[C:23](=[CH:28][CH:27]=[CH:26][CH:25]=5)[C:22]4=[O:29])[CH:11]=3)[CH:6]=[CH:7][CH:8]=2)[CH:3]=[CH:2]1. (3) Given the reactants Br[C:2]1[N:6]2[CH:7]=[CH:8][CH:9]=[N:10][C:5]2=[N:4][CH:3]=1.N1(CCNC([NH:22][C:23]2[S:24][C:25]3[CH:31]=[C:30]([SH:32])[CH:29]=[CH:28][C:26]=3[N:27]=2)=O)CCOCC1.C(=O)([O-])[O-].[K+].[K+].CS(C)=O, predict the reaction product. The product is: [N:4]1[CH:3]=[C:2]([S:32][C:30]2[CH:29]=[CH:28][C:26]3[N:27]=[C:23]([NH2:22])[S:24][C:25]=3[CH:31]=2)[N:6]2[CH:7]=[CH:8][CH:9]=[N:10][C:5]=12.